From a dataset of Peptide-MHC class I binding affinity with 185,985 pairs from IEDB/IMGT. Regression. Given a peptide amino acid sequence and an MHC pseudo amino acid sequence, predict their binding affinity value. This is MHC class I binding data. (1) The peptide sequence is LLKILDNLR. The binding affinity (normalized) is 0.719. The MHC is HLA-A31:01 with pseudo-sequence HLA-A31:01. (2) The peptide sequence is FLPSDYFPSV. The MHC is HLA-A23:01 with pseudo-sequence HLA-A23:01. The binding affinity (normalized) is 0.223. (3) The MHC is HLA-B53:01 with pseudo-sequence HLA-B53:01. The peptide sequence is LATGPILTLW. The binding affinity (normalized) is 0.749. (4) The peptide sequence is ITSQVPFSV. The MHC is HLA-A02:01 with pseudo-sequence HLA-A02:01. The binding affinity (normalized) is 0.403. (5) The peptide sequence is MMWEINGPK. The MHC is HLA-A80:01 with pseudo-sequence HLA-A80:01. The binding affinity (normalized) is 0.0847. (6) The peptide sequence is HLENDKIEDL. The MHC is HLA-A02:06 with pseudo-sequence HLA-A02:06. The binding affinity (normalized) is 0.143.